From a dataset of Peptide-MHC class II binding affinity with 134,281 pairs from IEDB. Regression. Given a peptide amino acid sequence and an MHC pseudo amino acid sequence, predict their binding affinity value. This is MHC class II binding data. (1) The peptide sequence is YHLLCLERDLQRLIG. The MHC is DRB4_0101 with pseudo-sequence DRB4_0103. The binding affinity (normalized) is 0.389. (2) The peptide sequence is LQFNQMMNPSHVKFL. The MHC is DRB4_0101 with pseudo-sequence DRB4_0103. The binding affinity (normalized) is 0.352. (3) The peptide sequence is SPHHKKLAQAVMEMT. The MHC is DRB1_1301 with pseudo-sequence DRB1_1301. The binding affinity (normalized) is 0.560. (4) The peptide sequence is TPVNIIGRNLLTQIG. The MHC is HLA-DQA10401-DQB10402 with pseudo-sequence HLA-DQA10401-DQB10402. The binding affinity (normalized) is 0. (5) The peptide sequence is INEPTAAAIAYRLDR. The MHC is HLA-DQA10401-DQB10402 with pseudo-sequence HLA-DQA10401-DQB10402. The binding affinity (normalized) is 0.523. (6) The MHC is DRB3_0202 with pseudo-sequence DRB3_0202. The binding affinity (normalized) is 0. The peptide sequence is MVGTILEMLGHRLDD. (7) The peptide sequence is SSNPTILSEGNSFTA. The MHC is DRB5_0101 with pseudo-sequence DRB5_0101. The binding affinity (normalized) is 0.0673. (8) The peptide sequence is AWASACGGTGKNTIV. The MHC is HLA-DPA10201-DPB10101 with pseudo-sequence HLA-DPA10201-DPB10101. The binding affinity (normalized) is 0.0401. (9) The peptide sequence is FDAFVAYHIGARIVS. The MHC is HLA-DQA10301-DQB10302 with pseudo-sequence HLA-DQA10301-DQB10302. The binding affinity (normalized) is 0.250. (10) The peptide sequence is KCIPSLEAAVKQAYA. The binding affinity (normalized) is 0.149. The MHC is DRB3_0202 with pseudo-sequence DRB3_0202.